From a dataset of Catalyst prediction with 721,799 reactions and 888 catalyst types from USPTO. Predict which catalyst facilitates the given reaction. (1) Reactant: [CH2:1]([N:3]1[CH:7]=[C:6]([C:8]2[CH:9]=[C:10]([CH:12]=[CH:13][CH:14]=2)[NH2:11])[C:5]([C:15]2[CH:20]=[CH:19][N:18]=[CH:17][CH:16]=2)=[N:4]1)[CH3:2].[N:21]([C:24]1[CH:29]=[CH:28][C:27]([CH3:30])=[CH:26][CH:25]=1)=[C:22]=[O:23]. Product: [CH2:1]([N:3]1[CH:7]=[C:6]([C:8]2[CH:9]=[C:10]([NH:11][C:22]([NH:21][C:24]3[CH:29]=[CH:28][C:27]([CH3:30])=[CH:26][CH:25]=3)=[O:23])[CH:12]=[CH:13][CH:14]=2)[C:5]([C:15]2[CH:16]=[CH:17][N:18]=[CH:19][CH:20]=2)=[N:4]1)[CH3:2]. The catalyst class is: 2. (2) Product: [Cl:3][C:4]1[CH:5]=[C:6]2[C:11](=[CH:12][CH:13]=1)[N:10]=[CH:9][C:8]([O:19][CH2:16][CH3:23])=[CH:7]2. Reactant: N#N.[Cl:3][C:4]1[CH:5]=[C:6]2[C:11](=[CH:12][CH:13]=1)[N:10]=[CH:9][C:8](C=O)=[CH:7]2.[C:16]([O-:19])([O-])=O.[K+].[K+].I[CH2:23]C. The catalyst class is: 59.